Dataset: Forward reaction prediction with 1.9M reactions from USPTO patents (1976-2016). Task: Predict the product of the given reaction. Given the reactants Br[C:2]1[CH:3]=[CH:4][C:5]2[NH:11][C:10](=[O:12])[CH2:9][O:8][C:7]([CH3:18])([C:13]3[S:14][CH:15]=[CH:16][CH:17]=3)[C:6]=2[CH:19]=1.Br[C:21]1[S:25][C:24]([C:26]#[N:27])=[CH:23][C:22]=1[CH3:28], predict the reaction product. The product is: [CH3:28][C:22]1[CH:23]=[C:24]([C:26]#[N:27])[S:25][C:21]=1[C:2]1[CH:3]=[CH:4][C:5]2[NH:11][C:10](=[O:12])[CH2:9][O:8][C:7]([CH3:18])([C:13]3[S:14][CH:15]=[CH:16][CH:17]=3)[C:6]=2[CH:19]=1.